Dataset: Reaction yield outcomes from USPTO patents with 853,638 reactions. Task: Predict the reaction yield, written as a fraction of the theoretical maximum amount of product (1.0 means a 100% yield; for example, 0.34 means a 34% yield). The reactants are [NH2:1][CH:2]([C:7]1[CH:12]=[CH:11][C:10]([O:13][C:14]([F:17])([F:16])[F:15])=[CH:9][CH:8]=1)[C:3](OC)=[O:4].[NH3:18]. No catalyst specified. The product is [NH2:1][CH:2]([C:7]1[CH:12]=[CH:11][C:10]([O:13][C:14]([F:17])([F:16])[F:15])=[CH:9][CH:8]=1)[C:3]([NH2:18])=[O:4]. The yield is 0.790.